From a dataset of NCI-60 drug combinations with 297,098 pairs across 59 cell lines. Regression. Given two drug SMILES strings and cell line genomic features, predict the synergy score measuring deviation from expected non-interaction effect. (1) Cell line: SR. Synergy scores: CSS=38.8, Synergy_ZIP=-0.457, Synergy_Bliss=-3.26, Synergy_Loewe=-17.4, Synergy_HSA=-5.37. Drug 2: C1=CN(C=N1)CC(O)(P(=O)(O)O)P(=O)(O)O. Drug 1: CC1CCC2CC(C(=CC=CC=CC(CC(C(=O)C(C(C(=CC(C(=O)CC(OC(=O)C3CCCCN3C(=O)C(=O)C1(O2)O)C(C)CC4CCC(C(C4)OC)OCCO)C)C)O)OC)C)C)C)OC. (2) Drug 1: C1CC(C1)(C(=O)O)C(=O)O.[NH2-].[NH2-].[Pt+2]. Drug 2: CS(=O)(=O)CCNCC1=CC=C(O1)C2=CC3=C(C=C2)N=CN=C3NC4=CC(=C(C=C4)OCC5=CC(=CC=C5)F)Cl. Cell line: MDA-MB-231. Synergy scores: CSS=4.26, Synergy_ZIP=-0.865, Synergy_Bliss=0.186, Synergy_Loewe=-1.52, Synergy_HSA=-1.47.